Dataset: Forward reaction prediction with 1.9M reactions from USPTO patents (1976-2016). Task: Predict the product of the given reaction. Given the reactants [CH2:1]([O:8][C:9](=S)[CH2:10][C:11](=O)[CH:12]([CH3:14])[CH3:13])[C:2]1[CH:7]=[CH:6][CH:5]=[CH:4][CH:3]=1.Cl.[CH:18]([NH:21][NH2:22])([CH3:20])[CH3:19].C(N(CC)CC)C.O, predict the reaction product. The product is: [CH2:1]([O:8][C:9]1[CH:10]=[C:11]([CH:12]([CH3:14])[CH3:13])[N:21]([CH:18]([CH3:20])[CH3:19])[N:22]=1)[C:2]1[CH:7]=[CH:6][CH:5]=[CH:4][CH:3]=1.